From a dataset of NCI-60 drug combinations with 297,098 pairs across 59 cell lines. Regression. Given two drug SMILES strings and cell line genomic features, predict the synergy score measuring deviation from expected non-interaction effect. (1) Drug 1: CC1=C(C=C(C=C1)C(=O)NC2=CC(=CC(=C2)C(F)(F)F)N3C=C(N=C3)C)NC4=NC=CC(=N4)C5=CN=CC=C5. Drug 2: CCC1(CC2CC(C3=C(CCN(C2)C1)C4=CC=CC=C4N3)(C5=C(C=C6C(=C5)C78CCN9C7C(C=CC9)(C(C(C8N6C)(C(=O)OC)O)OC(=O)C)CC)OC)C(=O)OC)O.OS(=O)(=O)O. Cell line: EKVX. Synergy scores: CSS=-3.08, Synergy_ZIP=5.72, Synergy_Bliss=4.89, Synergy_Loewe=0.461, Synergy_HSA=-1.41. (2) Drug 1: CNC(=O)C1=CC=CC=C1SC2=CC3=C(C=C2)C(=NN3)C=CC4=CC=CC=N4. Drug 2: CC1OCC2C(O1)C(C(C(O2)OC3C4COC(=O)C4C(C5=CC6=C(C=C35)OCO6)C7=CC(=C(C(=C7)OC)O)OC)O)O. Cell line: TK-10. Synergy scores: CSS=30.8, Synergy_ZIP=4.55, Synergy_Bliss=5.07, Synergy_Loewe=3.97, Synergy_HSA=5.42.